From a dataset of Full USPTO retrosynthesis dataset with 1.9M reactions from patents (1976-2016). Predict the reactants needed to synthesize the given product. (1) Given the product [NH2:1][C:2]1[N:10]=[CH:9][C:8]([N+:11]([O-:13])=[O:12])=[CH:7][C:3]=1[C:4]([OH:6])=[O:5], predict the reactants needed to synthesize it. The reactants are: [NH2:1][C:2]1[N:10]=[CH:9][CH:8]=[CH:7][C:3]=1[C:4]([OH:6])=[O:5].[N+:11]([O-])([OH:13])=[O:12].CCOCC. (2) Given the product [CH:11]1([C:9]2[N:10]=[C:3]3[C:2]([N:36]([CH3:37])[CH3:35])=[N:7][CH:6]=[CH:5][N:4]3[C:8]=2[CH2:14][C:15]2[CH:34]=[CH:33][C:18]3/[C:19](=[C:29](/[CH3:32])\[C:30]#[N:31])/[C:20]4[CH:27]=[CH:26][C:25]([F:28])=[CH:24][C:21]=4[O:22][CH2:23][C:17]=3[CH:16]=2)[CH2:12][CH2:13]1, predict the reactants needed to synthesize it. The reactants are: Cl[C:2]1[C:3]2[N:4]([C:8]([CH2:14][C:15]3[CH:34]=[CH:33][C:18]4/[C:19](=[C:29](/[CH3:32])\[C:30]#[N:31])/[C:20]5[CH:27]=[CH:26][C:25]([F:28])=[CH:24][C:21]=5[O:22][CH2:23][C:17]=4[CH:16]=3)=[C:9]([CH:11]3[CH2:13][CH2:12]3)[N:10]=2)[CH:5]=[CH:6][N:7]=1.[CH3:35][NH:36][CH3:37].C1COCC1.O. (3) The reactants are: Br[C:2]1[CH:3]=[N:4][CH:5]=[C:6]([Br:10])[C:7]=1[CH:8]=O.C(=O)([O-])[O-].[Cs+].[Cs+].[SH:17][CH2:18][C:19]([NH2:21])=[O:20]. Given the product [Br:10][C:6]1[CH:5]=[N:4][CH:3]=[C:2]2[S:17][C:18]([C:19]([NH2:21])=[O:20])=[CH:8][C:7]=12, predict the reactants needed to synthesize it. (4) Given the product [F:17][C:18]1[CH:19]=[C:20]([CH:21]=[CH:22][C:23]=1[C:24]1[CH:28]=[C:27]([CH3:29])[O:26][N:25]=1)[O:1][CH2:2][C@@H:3]1[C@@H:8]([NH:9][C:10](=[O:16])[O:11][C:12]([CH3:13])([CH3:15])[CH3:14])[CH2:7][CH2:6][O:5][CH2:4]1, predict the reactants needed to synthesize it. The reactants are: [OH:1][CH2:2][C@@H:3]1[C@@H:8]([NH:9][C:10](=[O:16])[O:11][C:12]([CH3:15])([CH3:14])[CH3:13])[CH2:7][CH2:6][O:5][CH2:4]1.[F:17][C:18]1[CH:19]=[C:20](O)[CH:21]=[CH:22][C:23]=1[C:24]1[CH:28]=[C:27]([CH3:29])[O:26][N:25]=1.C(P(CCCC)CCCC)CCC.C1CCN(C(N=NC(N2CCCCC2)=O)=O)CC1.[OH-].[Na+]. (5) Given the product [C:5]([O:4][C:1]1[CH:25]=[CH:24][C:23]([C:20]2[N:19]([CH3:30])[C:18]([C:15]([NH:8][C:9]3[CH:14]=[CH:13][CH:12]=[CH:11][CH:10]=3)([CH3:17])[CH3:16])=[N:22][N:21]=2)=[CH:28][CH:2]=1)(=[O:7])[CH3:6], predict the reactants needed to synthesize it. The reactants are: [C:1]([O:4][C:5](=[O:7])[CH3:6])(=O)[CH3:2].[NH:8]([C:15]([C:18]1[N:19]([CH3:30])[C:20]([C:23]2[CH:28]=CC(O)=[CH:25][CH:24]=2)=[N:21][N:22]=1)([CH3:17])[CH3:16])[C:9]1[CH:14]=[CH:13][CH:12]=[CH:11][CH:10]=1. (6) Given the product [C:33]([O:17][C:14]1[CH:15]=[C:16]2[C:11]([C:10]([C:18](=[O:19])[NH:20][CH2:21][C:22]3[CH:27]=[CH:26][C:25]([F:28])=[C:24]([F:29])[CH:23]=3)=[C:9]([CH:30]([CH3:32])[CH3:31])[N:8]2[CH2:1][C:2]2[CH:7]=[CH:6][CH:5]=[CH:4][CH:3]=2)=[CH:12][CH:13]=1)(=[O:37])[CH:34]([CH3:36])[CH3:35], predict the reactants needed to synthesize it. The reactants are: [CH2:1]([N:8]1[C:16]2[C:11](=[CH:12][CH:13]=[C:14]([OH:17])[CH:15]=2)[C:10]([C:18]([NH:20][CH2:21][C:22]2[CH:27]=[CH:26][C:25]([F:28])=[C:24]([F:29])[CH:23]=2)=[O:19])=[C:9]1[CH:30]([CH3:32])[CH3:31])[C:2]1[CH:7]=[CH:6][CH:5]=[CH:4][CH:3]=1.[C:33](Cl)(=[O:37])[CH:34]([CH3:36])[CH3:35]. (7) Given the product [C:15]([NH2:17])(=[O:16])[C:14]1[CH:28]=[CH:29][N:30]=[CH:12][CH:13]=1, predict the reactants needed to synthesize it. The reactants are: C1(OC2C=CC([N+]([O-])=O)=C([C:12]3[CH:13]=[C:14]([CH:28]=[CH:29][N:30]=3)[C:15]([NH:17][C@@H]3C4C(=CC=CC=4)CCC3)=[O:16])C=2)CCC1.[H][H].